This data is from Full USPTO retrosynthesis dataset with 1.9M reactions from patents (1976-2016). The task is: Predict the reactants needed to synthesize the given product. Given the product [CH3:31][O:30][C:28](=[O:29])[CH2:27][C@H:26]([NH:25][C:24]([C@@H:20]1[CH2:21][CH2:22][CH2:23][N:18]([C:16](=[O:17])[CH2:15][CH2:14][CH:11]2[CH2:10][CH2:9][N:8]([C:6]([O:5][C:1]([CH3:3])([CH3:2])[CH3:4])=[O:7])[CH2:13][CH2:12]2)[CH2:19]1)=[O:39])[C:32]1[CH:33]=[CH:40][CH:35]=[C:36]([O:38][CH2:57][CH2:56][O:55][S:52]([C:49]2[CH:48]=[CH:47][C:46]([CH3:69])=[CH:51][CH:50]=2)(=[O:53])=[O:54])[CH:37]=1, predict the reactants needed to synthesize it. The reactants are: [C:1]([O:5][C:6]([N:8]1[CH2:13][CH2:12][CH:11]([CH2:14][CH2:15][C:16]([N:18]2[CH2:23][CH2:22][CH2:21][C@@H:20]([C:24](=[O:39])[NH:25][C@H:26]([C:32]3[CH:33]=N[CH:35]=[C:36]([OH:38])[CH:37]=3)[CH2:27][C:28]([O:30][CH3:31])=[O:29])[CH2:19]2)=[O:17])[CH2:10][CH2:9]1)=[O:7])([CH3:4])([CH3:3])[CH3:2].[C:40](=O)([O-])[O-].[Cs+].[Cs+].[C:46]1([CH3:69])[CH:51]=[CH:50][C:49]([S:52]([O:55][CH2:56][CH2:57]OS(C2C=CC(C)=CC=2)(=O)=O)(=[O:54])=[O:53])=[CH:48][CH:47]=1.